This data is from Peptide-MHC class II binding affinity with 134,281 pairs from IEDB. The task is: Regression. Given a peptide amino acid sequence and an MHC pseudo amino acid sequence, predict their binding affinity value. This is MHC class II binding data. (1) The peptide sequence is KEDFLRCLVKEIPPR. The MHC is HLA-DQA10501-DQB10301 with pseudo-sequence HLA-DQA10501-DQB10301. The binding affinity (normalized) is 0.124. (2) The peptide sequence is MYYVSGARSNVTFTVK. The MHC is DRB1_0801 with pseudo-sequence DRB1_0801. The binding affinity (normalized) is 0.478. (3) The peptide sequence is FSLECIMDVGEIQNK. The MHC is DRB1_1302 with pseudo-sequence DRB1_1302. The binding affinity (normalized) is 0.127. (4) The peptide sequence is IKEKGKDKWIELKES. The MHC is DRB1_0405 with pseudo-sequence DRB1_0405. The binding affinity (normalized) is 0.117. (5) The peptide sequence is DHGGACGYKDVDKPP. The MHC is HLA-DQA10501-DQB10301 with pseudo-sequence HLA-DQA10501-DQB10301. The binding affinity (normalized) is 0.205. (6) The peptide sequence is VIVMLTPLVEDGV. The MHC is DRB1_0401 with pseudo-sequence DRB1_0401. The binding affinity (normalized) is 0.296.